This data is from Full USPTO retrosynthesis dataset with 1.9M reactions from patents (1976-2016). The task is: Predict the reactants needed to synthesize the given product. (1) Given the product [Br:24][C:22]1[CH:23]=[C:18]([NH:17][C:14]([CH:11]2[CH2:10][CH2:9][N:8]([CH3:7])[CH2:13][CH2:12]2)=[O:16])[CH:19]=[N:20][CH:21]=1, predict the reactants needed to synthesize it. The reactants are: C(Cl)(=O)C(Cl)=O.[CH3:7][N:8]1[CH2:13][CH2:12][CH:11]([C:14]([OH:16])=O)[CH2:10][CH2:9]1.[NH2:17][C:18]1[CH:19]=[N:20][CH:21]=[C:22]([Br:24])[CH:23]=1. (2) Given the product [CH2:4]([O:22][C:8]1[CH:9]=[C:10]2[C:5](=[CH:6][CH:7]=1)[N:2]([C@H:3]([CH3:4])[C:24]([OH:30])=[O:25])[CH:12]=[CH:11]2)[C:5]1[CH:6]=[CH:7][CH:8]=[CH:9][CH:10]=1, predict the reactants needed to synthesize it. The reactants are: C[N:2]1[CH2:12][CH:11](C2C=CC=C(N=C=S)C=2)[C:10]2[CH:9]=[C:8]([OH:22])[C:7](Cl)=[CH:6][C:5]=2[CH2:4][CH2:3]1.[C:24]([OH:30])(C(F)(F)F)=[O:25]. (3) Given the product [C:3](=[O:4])([O:36][CH2:35][C:12]1[C:11]([Cl:10])=[N:16][CH:15]=[C:14]([CH2:17][N:18]2[C:22]([CH3:23])=[C:21]([C:24]3[CH:29]=[CH:28][C:27]([C:30]#[N:31])=[CH:26][CH:25]=3)[C:20]([C:32]#[N:33])=[C:19]2[CH3:34])[CH:13]=1)[NH2:5], predict the reactants needed to synthesize it. The reactants are: ClC(Cl)(Cl)[C:3]([N:5]=C=O)=[O:4].[Cl:10][C:11]1[N:16]=[CH:15][C:14]([CH2:17][N:18]2[C:22]([CH3:23])=[C:21]([C:24]3[CH:29]=[CH:28][C:27]([C:30]#[N:31])=[CH:26][CH:25]=3)[C:20]([C:32]#[N:33])=[C:19]2[CH3:34])=[CH:13][C:12]=1[CH2:35][OH:36].C(=O)([O-])[O-].[K+].[K+].[Cl-].[Na+]. (4) Given the product [CH2:2]([O:9][C:10]1[CH:16]=[CH:15][CH:13]=[CH:12][C:11]=1[NH:19][C:23]([N:46]1[CH:47]([C:49]2[CH:54]=[CH:53][CH:52]=[CH:51][C:50]=2[OH:55])[CH2:48][C:44]([C:40]2[CH:39]=[N:38][CH:43]=[CH:42][CH:41]=2)=[N:45]1)=[O:29])[C:3]1[CH:8]=[CH:7][CH:6]=[CH:5][CH:4]=1, predict the reactants needed to synthesize it. The reactants are: Cl.[CH2:2]([O:9][C:10]1[CH:16]=[CH:15][C:13](N)=[CH:12][CH:11]=1)[C:3]1[CH:8]=[CH:7][CH:6]=[CH:5][CH:4]=1.CC[N:19]([CH:23](C)C)C(C)C.ClC(Cl)([O:29]C(=O)OC(Cl)(Cl)Cl)Cl.[N:38]1[CH:43]=[CH:42][CH:41]=[C:40]([C:44]2[CH2:48][CH:47]([C:49]3[CH:54]=[CH:53][CH:52]=[CH:51][C:50]=3[OH:55])[NH:46][N:45]=2)[CH:39]=1. (5) Given the product [CH3:6][N:5]([CH3:7])[CH2:4][CH2:3][O:14][C:15]1[CH:16]=[CH:17][C:18]([C:21]2[C:29]3[C:24](=[CH:25][C:26]([N:30]4[CH2:31][CH2:32][N:33]([C:36]([O:38][C:39]([CH3:42])([CH3:41])[CH3:40])=[O:37])[CH2:34][CH2:35]4)=[CH:27][CH:28]=3)[N:23]([C:43]3[CH:44]=[CH:45][N:46]=[CH:47][CH:48]=3)[CH:22]=2)=[CH:19][CH:20]=1, predict the reactants needed to synthesize it. The reactants are: Cl.Cl[CH2:3][CH2:4][N:5]([CH3:7])[CH3:6].C(=O)([O-])[O-].[Cs+].[Cs+].[OH:14][C:15]1[CH:20]=[CH:19][C:18]([C:21]2[C:29]3[C:24](=[CH:25][C:26]([N:30]4[CH2:35][CH2:34][N:33]([C:36]([O:38][C:39]([CH3:42])([CH3:41])[CH3:40])=[O:37])[CH2:32][CH2:31]4)=[CH:27][CH:28]=3)[N:23]([C:43]3[CH:48]=[CH:47][N:46]=[CH:45][CH:44]=3)[CH:22]=2)=[CH:17][CH:16]=1.O.